This data is from Forward reaction prediction with 1.9M reactions from USPTO patents (1976-2016). The task is: Predict the product of the given reaction. Given the reactants [CH2:1]([N:8]1[CH2:12][CH2:11][C@@H:10]([OH:13])[CH2:9]1)[C:2]1[CH:7]=[CH:6][CH:5]=[CH:4][CH:3]=1.CC1C=CN=C(N)C=1C.[CH3:23][S:24](Cl)(=[O:26])=[O:25], predict the reaction product. The product is: [CH2:1]([N:8]1[CH2:12][CH2:11][C@@H:10]([O:13][S:24]([CH3:23])(=[O:26])=[O:25])[CH2:9]1)[C:2]1[CH:3]=[CH:4][CH:5]=[CH:6][CH:7]=1.